From a dataset of Forward reaction prediction with 1.9M reactions from USPTO patents (1976-2016). Predict the product of the given reaction. (1) Given the reactants [Cl:1][C:2]1[CH:3]=[CH:4][C:5]([OH:26])=[C:6]2[C:11]=1[NH:10][C:9](=[O:12])[C:8]([CH2:13][C:14]1[CH:19]=[CH:18][C:17]([N:20]3[CH:24]=[CH:23][CH:22]=[N:21]3)=[CH:16][CH:15]=1)=[C:7]2[CH3:25].[CH3:27][O:28][C:29](=[O:32])[CH2:30]Br, predict the reaction product. The product is: [CH3:27][O:28][C:29](=[O:32])[CH2:30][O:26][C:5]1[CH:4]=[CH:3][C:2]([Cl:1])=[C:11]2[C:6]=1[C:7]([CH3:25])=[C:8]([CH2:13][C:14]1[CH:19]=[CH:18][C:17]([N:20]3[CH:24]=[CH:23][CH:22]=[N:21]3)=[CH:16][CH:15]=1)[C:9](=[O:12])[NH:10]2. (2) Given the reactants [Si]([O:8][C@H:9]([CH2:35][O:36][C:37]1[CH:42]=[CH:41][CH:40]=[CH:39][CH:38]=1)[CH2:10][NH:11][CH2:12][C@H:13]1[CH2:22][CH2:21][C:20]2[C:15](=[CH:16][CH:17]=[C:18]([N:23]([CH3:34])[C:24]3[CH:33]=[CH:32][C:27]([C:28]([O:30][CH3:31])=[O:29])=[CH:26][CH:25]=3)[CH:19]=2)[O:14]1)(C(C)(C)C)(C)C.[ClH:43], predict the reaction product. The product is: [ClH:43].[OH:8][C@H:9]([CH2:35][O:36][C:37]1[CH:38]=[CH:39][CH:40]=[CH:41][CH:42]=1)[CH2:10][NH:11][CH2:12][C@H:13]1[CH2:22][CH2:21][C:20]2[C:15](=[CH:16][CH:17]=[C:18]([N:23]([CH3:34])[C:24]3[CH:33]=[CH:32][C:27]([C:28]([O:30][CH3:31])=[O:29])=[CH:26][CH:25]=3)[CH:19]=2)[O:14]1.